Task: Predict which catalyst facilitates the given reaction.. Dataset: Catalyst prediction with 721,799 reactions and 888 catalyst types from USPTO (1) Reactant: C1C2C(COC(=O)[NH:17][C@H:18]([C:43]([O:45][C:46]([CH3:49])([CH3:48])[CH3:47])=[O:44])[CH2:19][CH2:20][C:21](=[O:42])[NH:22][CH2:23][CH2:24][O:25][CH2:26][CH2:27][O:28][CH2:29][CH2:30][O:31][CH2:32][CH2:33][NH:34][C:35](=[O:41])[O:36][C:37]([CH3:40])([CH3:39])[CH3:38])C3C(=CC=CC=3)C=2C=CC=1.[OH-].N. Product: [NH2:17][C@H:18]([C:43]([O:45][C:46]([CH3:49])([CH3:48])[CH3:47])=[O:44])[CH2:19][CH2:20][C:21](=[O:42])[NH:22][CH2:23][CH2:24][O:25][CH2:26][CH2:27][O:28][CH2:29][CH2:30][O:31][CH2:32][CH2:33][NH:34][C:35](=[O:41])[O:36][C:37]([CH3:38])([CH3:39])[CH3:40]. The catalyst class is: 12. (2) Reactant: [Cl:1][C:2]1[CH:3]=[C:4]2[C:9](=[C:10]([Cl:12])[CH:11]=1)[CH2:8][N:7]([CH3:13])[CH2:6][CH:5]2[C:14]1[CH:19]=[CH:18][C:17]([NH2:20])=[CH:16][CH:15]=1.Cl[C:22]([O:24][C:25]1[CH:30]=[CH:29][C:28]([N+:31]([O-:33])=[O:32])=[CH:27][CH:26]=1)=[O:23]. The catalyst class is: 4. Product: [Cl:1][C:2]1[CH:3]=[C:4]2[C:9](=[C:10]([Cl:12])[CH:11]=1)[CH2:8][N:7]([CH3:13])[CH2:6][CH:5]2[C:14]1[CH:19]=[CH:18][C:17]([NH:20][C:22](=[O:23])[O:24][C:25]2[CH:26]=[CH:27][C:28]([N+:31]([O-:33])=[O:32])=[CH:29][CH:30]=2)=[CH:16][CH:15]=1.